This data is from NCI-60 drug combinations with 297,098 pairs across 59 cell lines. The task is: Regression. Given two drug SMILES strings and cell line genomic features, predict the synergy score measuring deviation from expected non-interaction effect. (1) Drug 1: CC1=C(C=C(C=C1)NC2=NC=CC(=N2)N(C)C3=CC4=NN(C(=C4C=C3)C)C)S(=O)(=O)N.Cl. Drug 2: CC1=C2C(C(=O)C3(C(CC4C(C3C(C(C2(C)C)(CC1OC(=O)C(C(C5=CC=CC=C5)NC(=O)OC(C)(C)C)O)O)OC(=O)C6=CC=CC=C6)(CO4)OC(=O)C)OC)C)OC. Cell line: RXF 393. Synergy scores: CSS=28.9, Synergy_ZIP=-3.63, Synergy_Bliss=-5.19, Synergy_Loewe=-30.6, Synergy_HSA=-2.40. (2) Drug 1: C1=NC2=C(N1)C(=S)N=C(N2)N. Drug 2: C(CN)CNCCSP(=O)(O)O. Cell line: IGROV1. Synergy scores: CSS=22.8, Synergy_ZIP=2.15, Synergy_Bliss=4.24, Synergy_Loewe=-28.3, Synergy_HSA=1.33. (3) Drug 1: CC1=C(C(CCC1)(C)C)C=CC(=CC=CC(=CC(=O)O)C)C. Drug 2: CC1=C(C=C(C=C1)NC(=O)C2=CC=C(C=C2)CN3CCN(CC3)C)NC4=NC=CC(=N4)C5=CN=CC=C5. Cell line: EKVX. Synergy scores: CSS=0.363, Synergy_ZIP=-3.58, Synergy_Bliss=-2.15, Synergy_Loewe=-4.29, Synergy_HSA=-2.77. (4) Drug 1: CN(CC1=CN=C2C(=N1)C(=NC(=N2)N)N)C3=CC=C(C=C3)C(=O)NC(CCC(=O)O)C(=O)O. Drug 2: CN1C=C(C=N1)C2=C3N=C(C(=C(N3N=C2)N)Br)C4CCCNC4. Cell line: HCT116. Synergy scores: CSS=45.6, Synergy_ZIP=-4.93, Synergy_Bliss=-10.8, Synergy_Loewe=-11.7, Synergy_HSA=-9.73.